This data is from Full USPTO retrosynthesis dataset with 1.9M reactions from patents (1976-2016). The task is: Predict the reactants needed to synthesize the given product. (1) The reactants are: CC(OC([NH:8][C@@H:9]([C@@H:16]([CH3:19])[CH2:17][CH3:18])/[CH:10]=[CH:11]/[C:12]([O:14][CH3:15])=[O:13])=O)(C)C.[C:20]([OH:26])([C:22]([F:25])([F:24])[F:23])=[O:21]. Given the product [F:23][C:22]([F:25])([F:24])[C:20]([OH:26])=[O:21].[NH2:8][C@@H:9]([C@@H:16]([CH3:19])[CH2:17][CH3:18])/[CH:10]=[CH:11]/[C:12]([O:14][CH3:15])=[O:13], predict the reactants needed to synthesize it. (2) Given the product [C:7]([NH2:9])(=[O:8])[C:6]1[CH:16]=[CH:17][CH:3]=[CH:4][CH:5]=1, predict the reactants needed to synthesize it. The reactants are: NC[C:3]1[CH:17]=[CH:16][C:6]([C:7]([NH:9]C2C=NC=CC=2)=[O:8])=[CH:5][CH:4]=1.O1C=CC=C1S(Cl)(=O)=O. (3) Given the product [ClH:30].[CH3:1][N:2]([CH2:3][C:4]1[O:5][C:6]2[CH:13]=[CH:12][CH:11]=[CH:10][C:7]=2[C:8]=1[CH3:9])[C:51](=[O:52])/[CH:50]=[CH:49]/[C:46]1[CH:47]=[N:48][C:42]2[NH:41][C:40](=[O:54])[N:39]([CH2:38][CH2:37][N:31]3[CH2:32][CH2:33][O:34][CH2:35][CH2:36]3)[CH2:44][C:43]=2[CH:45]=1, predict the reactants needed to synthesize it. The reactants are: [CH3:1][NH:2][CH2:3][C:4]1[O:5][C:6]2[CH:13]=[CH:12][CH:11]=[CH:10][C:7]=2[C:8]=1[CH3:9].CNCC1C=CC2C(=CC=CC=2)C=1CCC.[ClH:30].[N:31]1([CH2:37][CH2:38][N:39]2[CH2:44][C:43]3[CH:45]=[C:46](/[CH:49]=[CH:50]/[C:51](O)=[O:52])[CH:47]=[N:48][C:42]=3[NH:41][C:40]2=[O:54])[CH2:36][CH2:35][O:34][CH2:33][CH2:32]1. (4) Given the product [NH2:17][C:11]1[C:10]([O:20][CH3:21])=[C:9]([O:8][CH2:1][C:2]2[CH:3]=[CH:4][CH:5]=[CH:6][CH:7]=2)[CH:16]=[CH:15][C:12]=1[C:13]#[N:14], predict the reactants needed to synthesize it. The reactants are: [CH2:1]([O:8][C:9]1[CH:16]=[CH:15][C:12]([C:13]#[N:14])=[C:11]([N+:17]([O-])=O)[C:10]=1[O:20][CH3:21])[C:2]1[CH:7]=[CH:6][CH:5]=[CH:4][CH:3]=1.[Cl-].[Na+].C(=O)(O)[O-].[Na+]. (5) Given the product [F:22][C:23]1[CH:24]=[C:25]2[C:29](=[CH:30][CH:31]=1)[CH:28]([NH:32][C:20]1[O:8][CH2:9][C:10]3[CH:15]=[C:14]([N+:16]([O-:18])=[O:17])[CH:13]=[CH:12][C:11]=3[N:19]=1)[CH2:27][CH2:26]2, predict the reactants needed to synthesize it. The reactants are: C([Si]([O:8][CH2:9][C:10]1[CH:15]=[C:14]([N+:16]([O-:18])=[O:17])[CH:13]=[CH:12][C:11]=1[N:19]=[C:20]=S)(C)C)(C)(C)C.[F:22][C:23]1[CH:24]=[C:25]2[C:29](=[CH:30][CH:31]=1)[CH:28]([NH2:32])[CH2:27][CH2:26]2.